This data is from Forward reaction prediction with 1.9M reactions from USPTO patents (1976-2016). The task is: Predict the product of the given reaction. (1) Given the reactants [CH3:1][C:2]1[CH:3]=[C:4]([CH:8]=[CH:9][C:10]=1[C:11]([N:13]1[CH2:17][CH2:16][CH2:15][CH2:14]1)=[O:12])[C:5]([OH:7])=O.CN(C(ON1N=NC2C=CC=CC1=2)=[N+](C)C)C.[B-](F)(F)(F)F.C(N(C(C)C)CC)(C)C.[Cl:49][C:50]1[CH:63]=[CH:62][C:53]2[NH:54][C:55]([CH:57]([NH2:61])[CH2:58][O:59][CH3:60])=[N:56][C:52]=2[CH:51]=1.ClCl, predict the reaction product. The product is: [Cl:49][C:50]1[CH:63]=[CH:62][C:53]2[NH:54][C:55]([CH:57]([NH:61][C:5](=[O:7])[C:4]3[CH:8]=[CH:9][C:10]([C:11]([N:13]4[CH2:17][CH2:16][CH2:15][CH2:14]4)=[O:12])=[C:2]([CH3:1])[CH:3]=3)[CH2:58][O:59][CH3:60])=[N:56][C:52]=2[CH:51]=1. (2) Given the reactants [CH3:1][CH:2]([CH3:36])[C@H:3]([NH:31][C:32](=[O:35])[O:33][CH3:34])[C:4](=[O:30])[N:5]1[CH2:9][CH2:8][CH2:7][C@H:6]1[C:10]1[NH:11][C:12]([C:15]2[CH:20]=[CH:19][C:18](B3OC(C)(C)C(C)(C)O3)=[CH:17][CH:16]=2)=[CH:13][N:14]=1.[C:37]([O:41][C:42]([N:44]1[C@H:49]([C:50]2[NH:54][C:53]3[C:55]4[C:60]([CH:61]=[CH:62][C:52]=3[N:51]=2)=[CH:59][C:58](Br)=[CH:57][CH:56]=4)[C@@H:48]2[CH2:64][C@H:45]1[CH2:46][CH2:47]2)=[O:43])([CH3:40])([CH3:39])[CH3:38].C([O-])([O-])=O.[K+].[K+], predict the reaction product. The product is: [C:37]([O:41][C:42]([N:44]1[C@H:49]([C:50]2[NH:54][C:53]3[C:55]4[C:60]([CH:61]=[CH:62][C:52]=3[N:51]=2)=[CH:59][C:58]([C:18]2[CH:19]=[CH:20][C:15]([C:12]3[NH:11][C:10]([C@@H:6]5[CH2:7][CH2:8][CH2:9][N:5]5[C:4](=[O:30])[C@@H:3]([NH:31][C:32]([O:33][CH3:34])=[O:35])[CH:2]([CH3:36])[CH3:1])=[N:14][CH:13]=3)=[CH:16][CH:17]=2)=[CH:57][CH:56]=4)[C@@H:48]2[CH2:64][C@H:45]1[CH2:46][CH2:47]2)=[O:43])([CH3:40])([CH3:39])[CH3:38]. (3) Given the reactants [C:1]1(=[O:6])[CH2:5][CH2:4][CH:3]=[CH:2]1.[N:7]1[C:11]2[CH:12]=[CH:13][CH:14]=[CH:15][C:10]=2[NH:9][CH:8]=1, predict the reaction product. The product is: [N:7]1([CH:3]2[CH2:4][CH2:5][C:1](=[O:6])[CH2:2]2)[C:11]2[CH:12]=[CH:13][CH:14]=[CH:15][C:10]=2[N:9]=[CH:8]1. (4) Given the reactants [CH2:1]([N:8]1[CH2:13][CH2:12][O:11][CH:10]([C:14]2[CH:19]=[CH:18][C:17](Br)=[CH:16][CH:15]=2)[CH2:9]1)[C:2]1[CH:7]=[CH:6][CH:5]=[CH:4][CH:3]=1.[C:21]([C:24]1[CH:29]=[CH:28][CH:27]=[CH:26][CH:25]=1)(=[O:23])[CH3:22].CC([O-])(C)C.[Na+].C1(P(C2C=CC=CC=2)C2C=CC3C(=CC=CC=3)C=2C2C3C(=CC=CC=3)C=CC=2P(C2C=CC=CC=2)C2C=CC=CC=2)C=CC=CC=1.C([O-])(O)=O.[Na+], predict the reaction product. The product is: [CH2:1]([N:8]1[CH2:13][CH2:12][O:11][CH:10]([C:14]2[CH:19]=[CH:18][C:17]([CH2:22][C:21]([C:24]3[CH:29]=[CH:28][CH:27]=[CH:26][CH:25]=3)=[O:23])=[CH:16][CH:15]=2)[CH2:9]1)[C:2]1[CH:7]=[CH:6][CH:5]=[CH:4][CH:3]=1.